Dataset: Peptide-MHC class II binding affinity with 134,281 pairs from IEDB. Task: Regression. Given a peptide amino acid sequence and an MHC pseudo amino acid sequence, predict their binding affinity value. This is MHC class II binding data. (1) The peptide sequence is SSKAATAKAPGLVPK. The MHC is DRB1_0802 with pseudo-sequence DRB1_0802. The binding affinity (normalized) is 0.334. (2) The MHC is HLA-DPA10301-DPB10402 with pseudo-sequence HLA-DPA10301-DPB10402. The peptide sequence is ADCGAGFFDPLTRGV. The binding affinity (normalized) is 0.353. (3) The peptide sequence is DPKMLELMRLYITIH. The MHC is DRB4_0101 with pseudo-sequence DRB4_0103. The binding affinity (normalized) is 0.675.